This data is from Catalyst prediction with 721,799 reactions and 888 catalyst types from USPTO. The task is: Predict which catalyst facilitates the given reaction. (1) Reactant: Cl[C:2]1[N:7]2[N:8]=[CH:9][C:10]([C:11]3[C:16]([CH3:17])=[CH:15][C:14]([CH3:18])=[CH:13][C:12]=3[CH3:19])=[C:6]2[N:5]=[C:4]([CH3:20])[CH:3]=1.[CH2:21]([CH:23]([NH2:26])[CH2:24][CH3:25])[CH3:22]. Product: [CH2:21]([CH:23]([NH:26][C:2]1[N:7]2[N:8]=[CH:9][C:10]([C:11]3[C:16]([CH3:17])=[CH:15][C:14]([CH3:18])=[CH:13][C:12]=3[CH3:19])=[C:6]2[N:5]=[C:4]([CH3:20])[CH:3]=1)[CH2:24][CH3:25])[CH3:22]. The catalyst class is: 60. (2) Reactant: [C:1]1([N:7]([CH2:31][CH2:32][C:33]([O:35][CH2:36][CH3:37])=[O:34])[S:8]([C:11]2[CH:30]=[CH:29][C:14]3[N:15]([CH3:28])[C:16]([CH2:18][NH:19][C:20]4[CH:25]=[CH:24][C:23]([C:26]#[N:27])=[CH:22][CH:21]=4)=[N:17][C:13]=3[CH:12]=2)(=[O:10])=[O:9])[CH:6]=[CH:5][CH:4]=[CH:3][CH:2]=1.[ClH:38].C(O)C.C(=O)([O-])[O-].[NH4+:46].[NH4+]. Product: [ClH:38].[C:1]1([N:7]([CH2:31][CH2:32][C:33]([O:35][CH2:36][CH3:37])=[O:34])[S:8]([C:11]2[CH:30]=[CH:29][C:14]3[N:15]([CH3:28])[C:16]([CH2:18][NH:19][C:20]4[CH:25]=[CH:24][C:23]([C:26](=[NH:46])[NH2:27])=[CH:22][CH:21]=4)=[N:17][C:13]=3[CH:12]=2)(=[O:9])=[O:10])[CH:2]=[CH:3][CH:4]=[CH:5][CH:6]=1. The catalyst class is: 429. (3) Reactant: [C:1]1([CH:7]([C:36]2[CH:41]=[CH:40][CH:39]=[CH:38][CH:37]=2)[O:8][CH:9]2[CH2:14][CH2:13][N:12]([CH2:15][CH2:16][CH2:17][NH:18][C:19]3[CH:20]=[CH:21][C:22]4[N:23]([CH:25]=[C:26]([C:28]([CH3:35])([CH3:34])[C:29]([O:31][CH2:32][CH3:33])=[O:30])[N:27]=4)[N:24]=3)[CH2:11][CH2:10]2)[CH:6]=[CH:5][CH:4]=[CH:3][CH:2]=1.O.[C:43]([OH:55])(=[O:54])[CH2:44][C:45]([CH2:50][C:51]([OH:53])=[O:52])([C:47]([OH:49])=[O:48])[OH:46]. Product: [C:43]([OH:55])(=[O:54])[CH2:44][C:45]([CH2:50][C:51]([OH:53])=[O:52])([C:47]([OH:49])=[O:48])[OH:46].[C:36]1([CH:7]([C:1]2[CH:6]=[CH:5][CH:4]=[CH:3][CH:2]=2)[O:8][CH:9]2[CH2:10][CH2:11][N:12]([CH2:15][CH2:16][CH2:17][NH:18][C:19]3[CH:20]=[CH:21][C:22]4[N:23]([CH:25]=[C:26]([C:28]([CH3:35])([CH3:34])[C:29]([O:31][CH2:32][CH3:33])=[O:30])[N:27]=4)[N:24]=3)[CH2:13][CH2:14]2)[CH:41]=[CH:40][CH:39]=[CH:38][CH:37]=1. The catalyst class is: 8. (4) Reactant: [Cl:1][C:2]1[CH:7]=[CH:6][CH:5]=[C:4]([Cl:8])[C:3]=1[OH:9].O[CH2:11][CH2:12][C@H:13]([N:15]1[C:23](=[O:24])[C:22]2[C:17](=[CH:18][CH:19]=[CH:20][CH:21]=2)[C:16]1=[O:25])[CH3:14].C1(P(C2C=CC=CC=2)C2C=CC=CC=2)C=CC=CC=1.CC(OC(/N=N/C(OC(C)C)=O)=O)C. Product: [Cl:1][C:2]1[CH:7]=[CH:6][CH:5]=[C:4]([Cl:8])[C:3]=1[O:9][CH2:11][CH2:12][C@H:13]([N:15]1[C:23](=[O:24])[C:22]2[C:17](=[CH:18][CH:19]=[CH:20][CH:21]=2)[C:16]1=[O:25])[CH3:14]. The catalyst class is: 76. (5) Reactant: C(O)C.Cl[C:5]1[N:10]=[CH:9][C:8]([C:11](=[O:13])[CH3:12])=[CH:7][CH:6]=1.[CH3:14][NH2:15]. Product: [CH3:14][NH:15][C:5]1[N:10]=[CH:9][C:8]([C:11](=[O:13])[CH3:12])=[CH:7][CH:6]=1. The catalyst class is: 1.